From a dataset of Reaction yield outcomes from USPTO patents with 853,638 reactions. Predict the reaction yield, written as a fraction of the theoretical maximum amount of product (1.0 means a 100% yield; for example, 0.34 means a 34% yield). (1) The yield is 0.520. The reactants are [BH4-].[Na+].[C:3]1([S:9][CH2:10][C:11](=[O:13])[CH3:12])[CH:8]=[CH:7][CH:6]=[CH:5][CH:4]=1. The catalyst is CO. The product is [C:3]1([S:9][CH2:10][CH:11]([OH:13])[CH3:12])[CH:8]=[CH:7][CH:6]=[CH:5][CH:4]=1. (2) The catalyst is C(Cl)Cl. The reactants are [CH2:1]([CH:7]([CH2:17][CH2:18][CH2:19][CH2:20][CH2:21][CH2:22][CH2:23][CH3:24])[CH2:8][C:9]1[S:13][C:12]([C:14](O)=[O:15])=[CH:11][CH:10]=1)[CH2:2][CH2:3][CH2:4][CH2:5][CH3:6].C(Cl)(=O)C([Cl:28])=O. The product is [CH2:1]([CH:7]([CH2:17][CH2:18][CH2:19][CH2:20][CH2:21][CH2:22][CH2:23][CH3:24])[CH2:8][C:9]1[S:13][C:12]([C:14]([Cl:28])=[O:15])=[CH:11][CH:10]=1)[CH2:2][CH2:3][CH2:4][CH2:5][CH3:6]. The yield is 0.880. (3) The reactants are [F:1][C:2]1[CH:7]=[CH:6][CH:5]=[C:4](I)[C:3]=1[OH:9].[OH-:10].[K+].Cl. No catalyst specified. The product is [F:1][C:2]1[CH:7]=[CH:6][CH:5]=[C:4]([OH:10])[C:3]=1[OH:9]. The yield is 0.780. (4) The reactants are Cl[C:2]1[N:3]=[CH:4][C:5]2[CH:10]=[C:9]([C:11]([N:13]([CH3:15])[CH3:14])=[O:12])[N:8]([CH:16]3[CH2:20][CH2:19][CH2:18][CH2:17]3)[C:6]=2[N:7]=1.[NH2:21][C:22]1[N:27]=[CH:26][C:25]([N:28]2[CH2:32][C:31]3([CH2:37][CH2:36][N:35]([C:38]([O:40][C:41]([CH3:44])([CH3:43])[CH3:42])=[O:39])[CH2:34][CH2:33]3)[O:30][C:29]2=[O:45])=[CH:24][CH:23]=1. No catalyst specified. The product is [CH:16]1([N:8]2[C:6]3[N:7]=[C:2]([NH:21][C:22]4[N:27]=[CH:26][C:25]([N:28]5[CH2:32][C:31]6([CH2:37][CH2:36][N:35]([C:38]([O:40][C:41]([CH3:43])([CH3:42])[CH3:44])=[O:39])[CH2:34][CH2:33]6)[O:30][C:29]5=[O:45])=[CH:24][CH:23]=4)[N:3]=[CH:4][C:5]=3[CH:10]=[C:9]2[C:11](=[O:12])[N:13]([CH3:15])[CH3:14])[CH2:20][CH2:19][CH2:18][CH2:17]1. The yield is 0.620. (5) The reactants are [Br:1][C:2]1[CH:3]=[C:4]2[C:8](=[CH:9][CH:10]=1)[NH:7][C:6]([C:11]1[CH:16]=[CH:15][CH:14]=[CH:13][C:12]=1[F:17])=[CH:5]2.[H-].[Na+].[C:20]1([S:26](Cl)(=[O:28])=[O:27])[CH:25]=[CH:24][CH:23]=[CH:22][CH:21]=1. The catalyst is CN(C=O)C. The product is [C:20]1([S:26]([N:7]2[C:8]3[C:4](=[CH:3][C:2]([Br:1])=[CH:10][CH:9]=3)[CH:5]=[C:6]2[C:11]2[CH:16]=[CH:15][CH:14]=[CH:13][C:12]=2[F:17])(=[O:28])=[O:27])[CH:25]=[CH:24][CH:23]=[CH:22][CH:21]=1. The yield is 0.740. (6) The product is [CH3:1][N:2]([O:17][CH3:18])[C:3](=[O:16])[C:4]1[CH:9]=[CH:8][C:7]([NH2:10])=[C:6]([NH2:13])[CH:5]=1. The yield is 0.970. The catalyst is [Pd].O1CCCC1.C(O)C. The reactants are [CH3:1][N:2]([O:17][CH3:18])[C:3](=[O:16])[C:4]1[CH:9]=[CH:8][C:7]([N+:10]([O-])=O)=[C:6]([N+:13]([O-])=O)[CH:5]=1. (7) The reactants are [NH2:1][C:2]1[N:10]=[C:9]([O:11][CH3:12])[CH:8]=[C:7]([O:13][CH3:14])[C:3]=1[C:4]([NH2:6])=[O:5].[OH:15][C:16]1[C:23]([CH3:24])=[CH:22][C:19]([CH:20]=O)=[CH:18][C:17]=1[CH3:25].OS([O-])=O.[Na+].CC1C=CC(S(O)(=O)=O)=CC=1. The catalyst is CN(C)C(=O)C. The product is [OH:15][C:16]1[C:23]([CH3:24])=[CH:22][C:19]([C:20]2[NH:6][C:4](=[O:5])[C:3]3[C:7]([O:13][CH3:14])=[CH:8][C:9]([O:11][CH3:12])=[N:10][C:2]=3[N:1]=2)=[CH:18][C:17]=1[CH3:25]. The yield is 0.396. (8) The reactants are [NH:1]1[C:5]2=[N:6][CH:7]=[CH:8][CH:9]=[C:4]2[C:3]([C:10]2[N:11]=[C:12]([CH2:15][NH:16]C(=O)OC(C)(C)C)[S:13][CH:14]=2)=[CH:2]1.FC(F)(F)C(O)=O.C(Cl)Cl. The catalyst is C1(C)C=CC=CC=1. The product is [NH:1]1[C:5]2=[N:6][CH:7]=[CH:8][CH:9]=[C:4]2[C:3]([C:10]2[N:11]=[C:12]([CH2:15][NH2:16])[S:13][CH:14]=2)=[CH:2]1. The yield is 0.830.